Dataset: Forward reaction prediction with 1.9M reactions from USPTO patents (1976-2016). Task: Predict the product of the given reaction. Given the reactants [C:1]1([CH2:17][CH2:18][CH2:19][C:20]([OH:22])=[O:21])[C:14]2[C:15]3=[C:16]4[C:11](=[CH:12][CH:13]=2)[CH:10]=[CH:9][CH:8]=[C:7]4[CH:6]=[CH:5][C:4]3=[CH:3][CH:2]=1.[C:23](OC=C)(=O)[CH3:24], predict the reaction product. The product is: [C:1]1([CH2:17][CH2:18][CH2:19][C:20]([O:22][CH:23]=[CH2:24])=[O:21])[C:14]2[C:15]3=[C:16]4[C:11](=[CH:12][CH:13]=2)[CH:10]=[CH:9][CH:8]=[C:7]4[CH:6]=[CH:5][C:4]3=[CH:3][CH:2]=1.